From a dataset of Catalyst prediction with 721,799 reactions and 888 catalyst types from USPTO. Predict which catalyst facilitates the given reaction. (1) Reactant: [Cl:1][C:2]1[CH:7]=[CH:6][C:5]([C:8]2[N:9]([CH2:14][C@H:15]([OH:20])[C:16]([F:19])([F:18])[F:17])[C:10](=[O:13])[NH:11][N:12]=2)=[CH:4][CH:3]=1.C(=O)([O-])[O-].[Cs+].[Cs+].Br[CH2:28][C:29]1[S:30][C:31]([C:34]2[CH:39]=[CH:38][CH:37]=[CH:36][C:35]=2[C:40]([F:43])([F:42])[F:41])=[CH:32][N:33]=1. Product: [Cl:1][C:2]1[CH:7]=[CH:6][C:5]([C:8]2[N:9]([CH2:14][C@H:15]([OH:20])[C:16]([F:18])([F:19])[F:17])[C:10](=[O:13])[N:11]([CH2:28][C:29]3[S:30][C:31]([C:34]4[CH:39]=[CH:38][CH:37]=[CH:36][C:35]=4[C:40]([F:43])([F:41])[F:42])=[CH:32][N:33]=3)[N:12]=2)=[CH:4][CH:3]=1. The catalyst class is: 382. (2) Reactant: Cl[CH2:2][C:3]1[N:13]([CH2:14][CH2:15][CH:16]2[CH2:21][CH2:20][CH2:19][CH2:18][CH2:17]2)[C:6]2[N:7]=[C:8]([C:11]#[N:12])[N:9]=[CH:10][C:5]=2[CH:4]=1.[C:22]([O:26][C:27]([N:29]1[CH2:34][CH2:33][CH:32]([N:35]2[C:39]3[CH:40]=[CH:41][CH:42]=[CH:43][C:38]=3[NH:37][C:36]2=[O:44])[CH2:31][CH2:30]1)=[O:28])([CH3:25])([CH3:24])[CH3:23].[H-].[Na+]. Product: [C:22]([O:26][C:27]([N:29]1[CH2:34][CH2:33][CH:32]([N:35]2[C:39]3[CH:40]=[CH:41][CH:42]=[CH:43][C:38]=3[N:37]([CH2:2][C:3]3[N:13]([CH2:14][CH2:15][CH:16]4[CH2:21][CH2:20][CH2:19][CH2:18][CH2:17]4)[C:6]4[N:7]=[C:8]([C:11]#[N:12])[N:9]=[CH:10][C:5]=4[CH:4]=3)[C:36]2=[O:44])[CH2:31][CH2:30]1)=[O:28])([CH3:25])([CH3:23])[CH3:24]. The catalyst class is: 18. (3) Reactant: [Cl:1][C:2]1[CH:3]=[C:4]([C@@H:8]([OH:35])[CH2:9][NH:10][C@H:11]([CH3:34])[CH2:12][C:13]2[C:21]3[C:16](=[C:17]([C:22]([NH:24][C@@H:25]([CH2:30][CH:31]([CH3:33])[CH3:32])[C:26]([O:28]C)=[O:27])=[O:23])[CH:18]=[CH:19][CH:20]=3)[NH:15][CH:14]=2)[CH:5]=[CH:6][CH:7]=1.FC(F)(F)C([O-])=O.[OH-].[K+].Cl. Product: [Cl:1][C:2]1[CH:3]=[C:4]([C@@H:8]([OH:35])[CH2:9][NH:10][C@H:11]([CH3:34])[CH2:12][C:13]2[C:21]3[C:16](=[C:17]([C:22]([NH:24][C@@H:25]([CH2:30][CH:31]([CH3:32])[CH3:33])[C:26]([OH:28])=[O:27])=[O:23])[CH:18]=[CH:19][CH:20]=3)[NH:15][CH:14]=2)[CH:5]=[CH:6][CH:7]=1. The catalyst class is: 72. (4) Reactant: Br[CH2:2][C:3]1[N:4]=[C:5]2[CH:10]=[CH:9][C:8]([Cl:11])=[CH:7][N:6]2[CH:12]=1.[NH3:13]. Product: [Cl:11][C:8]1[CH:9]=[CH:10][C:5]2[N:6]([CH:12]=[C:3]([CH2:2][NH2:13])[N:4]=2)[CH:7]=1. The catalyst class is: 12. (5) Reactant: [Si]([O:8][CH2:9][C@@H:10]1[CH2:14][C@@H:13]([N:15]2[C:19]3[N:20]=[CH:21][N:22]=[C:23]([NH:24][C@@H:25]4[C:33]5[C:28](=[CH:29][CH:30]=[CH:31][CH:32]=5)[CH2:27][CH2:26]4)[C:18]=3[CH:17]=[CH:16]2)[CH:12]=[CH:11]1)(C(C)(C)C)(C)C.F.N1C=CC=CC=1. Product: [C@@H:25]1([NH:24][C:23]2[C:18]3[CH:17]=[CH:16][N:15]([C@@H:13]4[CH2:14][C@@H:10]([CH2:9][OH:8])[CH:11]=[CH:12]4)[C:19]=3[N:20]=[CH:21][N:22]=2)[C:33]2[C:28](=[CH:29][CH:30]=[CH:31][CH:32]=2)[CH2:27][CH2:26]1. The catalyst class is: 877. (6) Reactant: COP([CH2:7][C:8]([O:10][C:11]([CH3:14])([CH3:13])[CH3:12])=[O:9])(OC)=O.[H-].[Na+].[F:17][C:18]([F:24])([F:23])[CH:19]([CH3:22])[CH:20]=O. Product: [F:17][C:18]([F:24])([F:23])[CH:19]([CH3:22])/[CH:20]=[CH:7]/[C:8]([O:10][C:11]([CH3:14])([CH3:13])[CH3:12])=[O:9]. The catalyst class is: 1. (7) Reactant: [CH:1]([Si:4]([C:11]#[C:12][C:13]1[CH:34]=[CH:33][C:32]2[C:15](=[CH:16][C:17]3[C:18](=O)[C:19]4[C:28]([C:29](=O)[C:30]=3[CH:31]=2)=[CH:27][C:26]2[C:21](=[CH:22][C:23]([C:36]#[C:37][Si:38]([CH:45]([CH3:47])[CH3:46])([CH:42]([CH3:44])[CH3:43])[CH:39]([CH3:41])[CH3:40])=[CH:24][CH:25]=2)[CH:20]=4)[CH:14]=1)([CH:8]([CH3:10])[CH3:9])[CH:5]([CH3:7])[CH3:6])([CH3:3])[CH3:2].[Al+3].[Cl-].[Cl-].[Cl-].[H-].[H-].[H-].[H-].[Li+].[Al+3].C(OCC)(=O)C. Product: [CH:42]([Si:38]([C:37]#[C:36][C:23]1[CH:24]=[CH:25][C:26]2[C:21](=[CH:20][C:19]3[CH2:18][C:17]4[C:30]([CH2:29][C:28]=3[CH:27]=2)=[CH:31][C:32]2[C:15](=[CH:14][C:13]([C:12]#[C:11][Si:4]([CH:1]([CH3:3])[CH3:2])([CH:5]([CH3:7])[CH3:6])[CH:8]([CH3:10])[CH3:9])=[CH:34][CH:33]=2)[CH:16]=4)[CH:22]=1)([CH:39]([CH3:41])[CH3:40])[CH:45]([CH3:46])[CH3:47])([CH3:43])[CH3:44]. The catalyst class is: 1. (8) Reactant: [C:1]([O:5][C:6]([N:8]([C:13]1[CH:32]=[CH:31][C:16]([C:17]([O:19][CH2:20][C:21]([O:23]CC2C=CC=CC=2)=[O:22])=[O:18])=[CH:15][C:14]=1[O:33][CH2:34][CH:35]1[CH2:37][CH2:36]1)[S:9]([CH3:12])(=[O:11])=[O:10])=[O:7])([CH3:4])([CH3:3])[CH3:2].CO. Product: [C:1]([O:5][C:6]([N:8]([C:13]1[CH:32]=[CH:31][C:16]([C:17]([O:19][CH2:20][C:21]([OH:23])=[O:22])=[O:18])=[CH:15][C:14]=1[O:33][CH2:34][CH:35]1[CH2:36][CH2:37]1)[S:9]([CH3:12])(=[O:11])=[O:10])=[O:7])([CH3:4])([CH3:2])[CH3:3]. The catalyst class is: 99.